Binary Classification. Given a drug SMILES string, predict its activity (active/inactive) in a high-throughput screening assay against a specified biological target. From a dataset of Cav3 T-type calcium channel HTS with 100,875 compounds. (1) The molecule is S(=O)(=O)(N1CC(CCC1)C(=O)N1CCN(CC1)Cc1ccccc1)c1[nH]cnc1. The result is 0 (inactive). (2) The molecule is s1c(c2n3CCCCCc3nn2)ccc1n1c(ccc1C)C. The result is 0 (inactive). (3) The compound is o1c2c(nc1c1cccnc1)cc(NC(=O)CCC)cc2. The result is 0 (inactive). (4) The result is 0 (inactive). The compound is O1c2c(C(C(=C1N)C(OC)=O)c1c(OC)cccc1)c(=O)n(c(c2)C)Cc1cccnc1. (5) The result is 0 (inactive). The molecule is S1(=O)(=O)N(CCC(=O)Nc2cc3OCCOc3cc2)C(=O)c2c1cccc2. (6) The drug is S(=O)(=O)(N1NC(=O)CC1)c1ccc(OC)cc1. The result is 0 (inactive). (7) The molecule is O=C1N(C(C)C(=O)Nc2[nH]ncn2)C(=O)c2c1cccc2. The result is 0 (inactive). (8) The compound is O=C(N1CCCCC1)c1[nH]cnc1C(=O)Nc1c(cc(cc1)C)C(=O)c1ccccc1. The result is 0 (inactive). (9) The compound is Clc1ccc(Oc2n(CCC(C)C)c3c(n(c(=O)n(c3=O)C)C)n2)cc1. The result is 0 (inactive).